From a dataset of Full USPTO retrosynthesis dataset with 1.9M reactions from patents (1976-2016). Predict the reactants needed to synthesize the given product. (1) Given the product [CH:29]1([NH:32][C:6]2[C:5]3[C:10](=[CH:11][C:2]([Cl:1])=[C:3]([N:23]4[CH2:28][CH2:27][CH2:26][CH2:25][CH2:24]4)[CH:4]=3)[N:9]=[C:8]([N:12]3[CH:16]=[C:15]([C:17]([OH:19])=[O:18])[CH:14]=[N:13]3)[N:7]=2)[CH2:31][CH2:30]1, predict the reactants needed to synthesize it. The reactants are: [Cl:1][C:2]1[CH:11]=[C:10]2[C:5]([C:6](=O)[NH:7][C:8]([N:12]3[CH:16]=[C:15]([C:17]([O:19]CC)=[O:18])[CH:14]=[N:13]3)=[N:9]2)=[CH:4][C:3]=1[N:23]1[CH2:28][CH2:27][CH2:26][CH2:25][CH2:24]1.[CH:29]1([NH2:32])[CH2:31][CH2:30]1. (2) Given the product [Cl:40][C:35]1[C:34]([F:41])=[C:33]([NH:32][C:23]2[C:22]3[C:27](=[CH:28][C:29]([O:30][CH3:31])=[C:20]([O:19][CH:16]4[CH2:17][CH2:18][N:13]([C:11](=[O:12])[C:10]([CH2:9][OH:8])=[CH2:42])[CH2:14][CH2:15]4)[CH:21]=3)[N:26]=[CH:25][N:24]=2)[CH:38]=[CH:37][C:36]=1[Cl:39], predict the reactants needed to synthesize it. The reactants are: [Si]([O:8][CH2:9][C:10](=[CH2:42])[C:11]([N:13]1[CH2:18][CH2:17][CH:16]([O:19][C:20]2[CH:21]=[C:22]3[C:27](=[CH:28][C:29]=2[O:30][CH3:31])[N:26]=[CH:25][N:24]=[C:23]3[NH:32][C:33]2[CH:38]=[CH:37][C:36]([Cl:39])=[C:35]([Cl:40])[C:34]=2[F:41])[CH2:15][CH2:14]1)=[O:12])(C(C)(C)C)(C)C. (3) The reactants are: [OH:1][C:2]1[CH:7]=[CH:6][C:5]([C:8](=[O:10])[CH3:9])=[CH:4][CH:3]=1.[F:11][C:12]1[CH:17]=[CH:16][CH:15]=[CH:14][C:13]=1[CH:18](O)[CH2:19][CH2:20][CH2:21][CH2:22][CH2:23][N:24]1[CH2:29][CH2:28][CH:27]([C:30]2[CH:31]=[C:32]([NH:36][C:37](=[O:41])[CH:38]([CH3:40])[CH3:39])[CH:33]=[CH:34][CH:35]=2)[CH2:26][CH2:25]1. Given the product [C:8]([C:5]1[CH:6]=[CH:7][C:2]([O:1][CH:18]([C:13]2[CH:14]=[CH:15][CH:16]=[CH:17][C:12]=2[F:11])[CH2:19][CH2:20][CH2:21][CH2:22][CH2:23][N:24]2[CH2:25][CH2:26][CH:27]([C:30]3[CH:31]=[C:32]([NH:36][C:37](=[O:41])[CH:38]([CH3:40])[CH3:39])[CH:33]=[CH:34][CH:35]=3)[CH2:28][CH2:29]2)=[CH:3][CH:4]=1)(=[O:10])[CH3:9], predict the reactants needed to synthesize it. (4) Given the product [OH:26][C:25]1[C:13]2[CH2:14][N:15]([C:18]([O:20][C:21]([CH3:24])([CH3:23])[CH3:22])=[O:19])[CH2:16][CH2:17][C:12]=2[N:10]=[C:8]([C:2]2[CH:7]=[CH:6][CH:5]=[CH:4][CH:3]=2)[N:9]=1, predict the reactants needed to synthesize it. The reactants are: Cl.[C:2]1([C:8](=[NH:10])[NH2:9])[CH:7]=[CH:6][CH:5]=[CH:4][CH:3]=1.O=[C:12]1[CH2:17][CH2:16][N:15]([C:18]([O:20][C:21]([CH3:24])([CH3:23])[CH3:22])=[O:19])[CH2:14][CH:13]1[C:25](OCC)=[O:26].CO.C(=O)([O-])[O-].[K+].[K+]. (5) Given the product [F:11][C:8]1[CH:9]=[N:10][C:2]([NH:29][CH:26]2[CH2:27][CH2:28][S:23][CH2:24][CH2:25]2)=[C:3]([CH:7]=1)[C:4]([OH:6])=[O:5], predict the reactants needed to synthesize it. The reactants are: Cl[C:2]1[N:10]=[CH:9][C:8]([F:11])=[CH:7][C:3]=1[C:4]([OH:6])=[O:5].C([O-])([O-])=O.[K+].[K+].CN(C=O)C.[S:23]1[CH2:28][CH2:27][CH:26]([NH2:29])[CH2:25][CH2:24]1.